From a dataset of Reaction yield outcomes from USPTO patents with 853,638 reactions. Predict the reaction yield, written as a fraction of the theoretical maximum amount of product (1.0 means a 100% yield; for example, 0.34 means a 34% yield). The reactants are [C:1]([O:5][C:6]([NH:8][CH2:9][CH2:10][CH2:11][C:12]([O:14]C)=O)=[O:7])([CH3:4])([CH3:3])[CH3:2].[NH2:16][NH2:17].O. The catalyst is CO. The product is [NH:16]([C:12](=[O:14])[CH2:11][CH2:10][CH2:9][NH:8][C:6](=[O:7])[O:5][C:1]([CH3:4])([CH3:3])[CH3:2])[NH2:17]. The yield is 0.900.